Dataset: Catalyst prediction with 721,799 reactions and 888 catalyst types from USPTO. Task: Predict which catalyst facilitates the given reaction. (1) Reactant: [Br:1][C:2]1[CH:3]=[CH:4][C:5]2[C:9]([CH:10]=1)=[N:8][N:7]([C:11]1[CH:16]=[CH:15][C:14]([C:17]([F:20])([F:19])[F:18])=[CH:13][CH:12]=1)[C:6]=2Cl.[OH-:22].[K+]. Product: [Br:1][C:2]1[CH:10]=[C:9]2[C:5]([C:6](=[O:22])[N:7]([C:11]3[CH:16]=[CH:15][C:14]([C:17]([F:20])([F:19])[F:18])=[CH:13][CH:12]=3)[NH:8]2)=[CH:4][CH:3]=1. The catalyst class is: 5. (2) Reactant: [F:1][C:2]([F:32])([F:31])[O:3][C:4]1[CH:9]=[CH:8][C:7]([N:10]2[CH:14]=[N:13][C:12]([C:15]3[CH:30]=[CH:29][C:18]([CH2:19][CH2:20][NH:21]C(=O)OC(C)(C)C)=[CH:17][CH:16]=3)=[N:11]2)=[CH:6][CH:5]=1.FC(F)(F)C(O)=O. Product: [F:32][C:2]([F:1])([F:31])[O:3][C:4]1[CH:5]=[CH:6][C:7]([N:10]2[CH:14]=[N:13][C:12]([C:15]3[CH:30]=[CH:29][C:18]([CH2:19][CH2:20][NH2:21])=[CH:17][CH:16]=3)=[N:11]2)=[CH:8][CH:9]=1. The catalyst class is: 4.